From a dataset of Peptide-MHC class I binding affinity with 185,985 pairs from IEDB/IMGT. Regression. Given a peptide amino acid sequence and an MHC pseudo amino acid sequence, predict their binding affinity value. This is MHC class I binding data. (1) The peptide sequence is IIFLFILLLC. The MHC is HLA-A02:06 with pseudo-sequence HLA-A02:06. The binding affinity (normalized) is 0. (2) The peptide sequence is FMGRLGPEY. The MHC is HLA-B58:01 with pseudo-sequence HLA-B58:01. The binding affinity (normalized) is 0.0847. (3) The peptide sequence is TYNDHIVNL. The MHC is HLA-B44:03 with pseudo-sequence HLA-B44:03. The binding affinity (normalized) is 0.0134. (4) The peptide sequence is YRHDGGNVL. The MHC is HLA-B18:01 with pseudo-sequence HLA-B18:01. The binding affinity (normalized) is 0. (5) The peptide sequence is AELEAFLM. The MHC is Mamu-A11 with pseudo-sequence Mamu-A11. The binding affinity (normalized) is 0.980. (6) The peptide sequence is QPRAPIRPI. The MHC is HLA-A29:02 with pseudo-sequence HLA-A29:02. The binding affinity (normalized) is 0.